This data is from Full USPTO retrosynthesis dataset with 1.9M reactions from patents (1976-2016). The task is: Predict the reactants needed to synthesize the given product. Given the product [Cl:24][C:22]1[CH:23]=[C:15]([O:45][CH2:44][C:43]2[CH:46]=[CH:47][C:40]([O:39][CH3:38])=[CH:41][CH:42]=2)[CH:16]=[C:17]2[C:21]=1[C:20](=[O:25])[N:19]([CH2:26][C:27]1[CH:32]=[CH:31][C:30]([O:33][C:34]([F:37])([F:36])[F:35])=[CH:29][CH:28]=1)[CH2:18]2, predict the reactants needed to synthesize it. The reactants are: C(=O)([O-])[O-].[Cs+].[Cs+].C1(C)C=CC=CC=1.Br[C:15]1[CH:16]=[C:17]2[C:21](=[C:22]([Cl:24])[CH:23]=1)[C:20](=[O:25])[N:19]([CH2:26][C:27]1[CH:32]=[CH:31][C:30]([O:33][C:34]([F:37])([F:36])[F:35])=[CH:29][CH:28]=1)[CH2:18]2.[CH3:38][O:39][C:40]1[CH:47]=[CH:46][C:43]([CH2:44][OH:45])=[CH:42][CH:41]=1.